Task: Predict which catalyst facilitates the given reaction.. Dataset: Catalyst prediction with 721,799 reactions and 888 catalyst types from USPTO Reactant: [NH2:1][C:2]1[N:6]([C:7]2[CH:12]=[CH:11][CH:10]=[CH:9][CH:8]=2)[N:5]=[C:4]([C:13]#[N:14])[C:3]=1[CH3:15].[OH-:16].[Na+]. Product: [NH2:1][C:2]1[N:6]([C:7]2[CH:12]=[CH:11][CH:10]=[CH:9][CH:8]=2)[N:5]=[C:4]([C:13]([NH2:14])=[O:16])[C:3]=1[CH3:15]. The catalyst class is: 82.